Regression. Given two drug SMILES strings and cell line genomic features, predict the synergy score measuring deviation from expected non-interaction effect. From a dataset of NCI-60 drug combinations with 297,098 pairs across 59 cell lines. Drug 1: C1=NC2=C(N=C(N=C2N1C3C(C(C(O3)CO)O)O)F)N. Drug 2: C1=NNC2=C1C(=O)NC=N2. Cell line: 786-0. Synergy scores: CSS=-0.858, Synergy_ZIP=0.196, Synergy_Bliss=-1.48, Synergy_Loewe=-3.18, Synergy_HSA=-2.77.